Dataset: NCI-60 drug combinations with 297,098 pairs across 59 cell lines. Task: Regression. Given two drug SMILES strings and cell line genomic features, predict the synergy score measuring deviation from expected non-interaction effect. (1) Drug 1: CCC1=C2CN3C(=CC4=C(C3=O)COC(=O)C4(CC)O)C2=NC5=C1C=C(C=C5)O. Drug 2: CC1C(C(CC(O1)OC2CC(OC(C2O)C)OC3=CC4=CC5=C(C(=O)C(C(C5)C(C(=O)C(C(C)O)O)OC)OC6CC(C(C(O6)C)O)OC7CC(C(C(O7)C)O)OC8CC(C(C(O8)C)O)(C)O)C(=C4C(=C3C)O)O)O)O. Cell line: HS 578T. Synergy scores: CSS=51.6, Synergy_ZIP=-3.22, Synergy_Bliss=-2.17, Synergy_Loewe=-2.26, Synergy_HSA=-0.820. (2) Drug 1: C1CN1P(=S)(N2CC2)N3CC3. Drug 2: C1C(C(OC1N2C=C(C(=O)NC2=O)F)CO)O. Cell line: NCI/ADR-RES. Synergy scores: CSS=16.7, Synergy_ZIP=-3.57, Synergy_Bliss=-0.917, Synergy_Loewe=0.696, Synergy_HSA=-0.112. (3) Drug 1: C1C(C(OC1N2C=NC3=C(N=C(N=C32)Cl)N)CO)O. Drug 2: CC1=C(C=C(C=C1)NC(=O)C2=CC=C(C=C2)CN3CCN(CC3)C)NC4=NC=CC(=N4)C5=CN=CC=C5. Cell line: NCIH23. Synergy scores: CSS=56.3, Synergy_ZIP=-2.27, Synergy_Bliss=-2.94, Synergy_Loewe=-21.1, Synergy_HSA=-2.39. (4) Drug 1: C1=C(C(=O)NC(=O)N1)N(CCCl)CCCl. Drug 2: C(CN)CNCCSP(=O)(O)O. Cell line: OVCAR3. Synergy scores: CSS=18.2, Synergy_ZIP=8.61, Synergy_Bliss=11.3, Synergy_Loewe=-13.1, Synergy_HSA=5.66. (5) Drug 1: CN(C)C1=NC(=NC(=N1)N(C)C)N(C)C. Drug 2: CN1C2=C(C=C(C=C2)N(CCCl)CCCl)N=C1CCCC(=O)O.Cl. Cell line: LOX IMVI. Synergy scores: CSS=0.878, Synergy_ZIP=-5.65, Synergy_Bliss=-15.4, Synergy_Loewe=-19.2, Synergy_HSA=-12.3. (6) Drug 1: CCC1=CC2CC(C3=C(CN(C2)C1)C4=CC=CC=C4N3)(C5=C(C=C6C(=C5)C78CCN9C7C(C=CC9)(C(C(C8N6C)(C(=O)OC)O)OC(=O)C)CC)OC)C(=O)OC.C(C(C(=O)O)O)(C(=O)O)O. Drug 2: C1=NNC2=C1C(=O)NC=N2. Cell line: BT-549. Synergy scores: CSS=52.3, Synergy_ZIP=-0.225, Synergy_Bliss=2.79, Synergy_Loewe=-68.6, Synergy_HSA=0.782. (7) Drug 1: C1CC(=O)NC(=O)C1N2CC3=C(C2=O)C=CC=C3N. Drug 2: CN(C)N=NC1=C(NC=N1)C(=O)N. Synergy scores: CSS=-0.418, Synergy_ZIP=0.801, Synergy_Bliss=-1.95, Synergy_Loewe=-5.72, Synergy_HSA=-7.13. Cell line: SW-620.